This data is from Full USPTO retrosynthesis dataset with 1.9M reactions from patents (1976-2016). The task is: Predict the reactants needed to synthesize the given product. (1) The reactants are: [CH3:1][C:2]1[CH:7]=[C:6]([CH3:8])[N:5]=[C:4]([N:9]2[CH2:16][CH:15]3[CH:11]([CH2:12][NH:13][CH2:14]3)[CH2:10]2)[N:3]=1.CC(O)=O.[CH3:21][O:22][C:23]1[C:31]([O:32][CH3:33])=[CH:30][CH:29]=[CH:28][C:24]=1[C:25](O)=[O:26]. Given the product [CH3:21][O:22][C:23]1[C:31]([O:32][CH3:33])=[CH:30][CH:29]=[CH:28][C:24]=1[C:25]([N:13]1[CH2:14][CH:15]2[CH:11]([CH2:10][N:9]([C:4]3[N:5]=[C:6]([CH3:8])[CH:7]=[C:2]([CH3:1])[N:3]=3)[CH2:16]2)[CH2:12]1)=[O:26], predict the reactants needed to synthesize it. (2) Given the product [CH2:29]=[C:28]([C:27]([NH:1][C:2]1[C:15]([I:16])=[C:6]([C:7]([NH:9][CH2:10][CH:11]([OH:14])[CH2:12][OH:13])=[O:8])[C:5]([I:17])=[C:4]([C:3]=1[I:26])[C:18]([NH:20][CH2:21][CH:22]([OH:25])[CH2:23][OH:24])=[O:19])=[O:31])[CH3:30], predict the reactants needed to synthesize it. The reactants are: [NH2:1][C:2]1[C:3]([I:26])=[C:4]([C:18]([NH:20][CH2:21][CH:22]([OH:25])[CH2:23][OH:24])=[O:19])[C:5]([I:17])=[C:6]([C:15]=1[I:16])[C:7]([NH:9][CH2:10][CH:11]([OH:14])[CH2:12][OH:13])=[O:8].[C:27](Cl)(=[O:31])[C:28]([CH3:30])=[CH2:29].